From a dataset of Reaction yield outcomes from USPTO patents with 853,638 reactions. Predict the reaction yield, written as a fraction of the theoretical maximum amount of product (1.0 means a 100% yield; for example, 0.34 means a 34% yield). The reactants are [CH3:1][O:2][C:3]1[N:8]=[CH:7][C:6](B(O)O)=[CH:5][CH:4]=1.[NH2:12][C:13]1[CH:14]=[C:15]([CH:21]=[CH:22][CH:23]=1)[C:16]([O:18][CH2:19][CH3:20])=[O:17].O.O=[CH:26][C:27]([OH:29])=[O:28]. The catalyst is C(#N)C. The product is [CH2:19]([O:18][C:16]([C:15]1[CH:14]=[C:13]([NH:12][CH:26]([C:6]2[CH:7]=[N:8][C:3]([O:2][CH3:1])=[CH:4][CH:5]=2)[C:27]([OH:29])=[O:28])[CH:23]=[CH:22][CH:21]=1)=[O:17])[CH3:20]. The yield is 0.380.